This data is from Reaction yield outcomes from USPTO patents with 853,638 reactions. The task is: Predict the reaction yield, written as a fraction of the theoretical maximum amount of product (1.0 means a 100% yield; for example, 0.34 means a 34% yield). (1) The reactants are [NH2:1][C:2]1[C:11]2[C:6](=[C:7](Br)[CH:8]=[CH:9][CH:10]=2)[N:5]=[N:4][C:3]=1[C:13]([NH:15][CH2:16][CH2:17][CH3:18])=[O:14].[Cl:19][C:20]1[CH:21]=[C:22](B(O)O)[CH:23]=[C:24]([Cl:26])[CH:25]=1. No catalyst specified. The product is [NH2:1][C:2]1[C:11]2[C:6](=[C:7]([C:22]3[CH:21]=[C:20]([Cl:19])[CH:25]=[C:24]([Cl:26])[CH:23]=3)[CH:8]=[CH:9][CH:10]=2)[N:5]=[N:4][C:3]=1[C:13]([NH:15][CH2:16][CH2:17][CH3:18])=[O:14]. The yield is 0.525. (2) The reactants are [CH2:1]([C:3]1[C:7]([CH:8]=[C:9]([CH2:15][C:16](=[O:18])C)[C:10]([O:12][CH2:13][CH3:14])=[O:11])=[CH:6][NH:5][N:4]=1)[CH3:2].[C:19]([O-:22])(=O)[CH3:20].[Na+].C([O-])(O)=O.[Na+].[C:29](OC(=O)C)(=[O:31])[CH3:30]. No catalyst specified. The product is [C:29]([N:5]1[C:6]2[C:7](=[CH:8][C:9]([C:10]([O:12][CH2:13][CH3:14])=[O:11])=[CH:15][C:16]=2[O:18][C:19](=[O:22])[CH3:20])[C:3]([CH2:1][CH3:2])=[N:4]1)(=[O:31])[CH3:30]. The yield is 0.340. (3) The reactants are [CH2:1]([C:5]1([CH2:29][CH2:30][CH2:31][CH3:32])[CH2:11][N:10]([C:12]2[CH:17]=[CH:16][C:15]([O:18]C)=[CH:14][CH:13]=2)[C:9]2[CH:20]=[C:21]([N:24]([CH3:26])[CH3:25])[CH:22]=[CH:23][C:8]=2[S:7](=[O:28])(=[O:27])[CH2:6]1)[CH2:2][CH2:3][CH3:4].B(Br)(Br)Br.O. The catalyst is C(Cl)Cl. The product is [CH2:1]([C:5]1([CH2:29][CH2:30][CH2:31][CH3:32])[CH2:11][N:10]([C:12]2[CH:13]=[CH:14][C:15]([OH:18])=[CH:16][CH:17]=2)[C:9]2[CH:20]=[C:21]([N:24]([CH3:26])[CH3:25])[CH:22]=[CH:23][C:8]=2[S:7](=[O:27])(=[O:28])[CH2:6]1)[CH2:2][CH2:3][CH3:4]. The yield is 0.750. (4) The yield is 0.880. The reactants are [Br:1][C:2]1[CH:7]=[CH:6][CH:5]=[CH:4][C:3]=1I.B(O)(O)[C:10]1[CH:11]=[CH:12][C:13]([C:16]2[CH:17]=[CH:18][CH:19]=[CH:20][CH:21]=2)=[CH:14][CH:15]=1.C(=O)([O-])[O-].[Na+].[Na+]. The catalyst is C1(C)C=CC=CC=1. The product is [Br:1][C:2]1[CH:7]=[CH:6][C:5]([C:17]2[CH:18]=[CH:19][CH:20]=[CH:21][C:16]=2[C:13]2[CH:12]=[CH:11][CH:10]=[CH:15][CH:14]=2)=[CH:4][CH:3]=1. (5) The reactants are [CH:1]1([NH2:4])[CH2:3][CH2:2]1.C(N(CC)CC)C.[Cl-].ClC1N(C)CC[NH+]1C.[CH3:21][O:22][C:23]1[C:24](=[O:51])[C:25]([CH3:50])=[C:26]([CH2:32][C:33]2[CH:34]=[CH:35][C:36]([O:42][CH2:43][C:44]3[CH:45]=[N:46][CH:47]=[CH:48][CH:49]=3)=[C:37]([CH:41]=2)[C:38](O)=[O:39])[C:27](=[O:31])[C:28]=1[O:29][CH3:30]. The catalyst is C(Cl)Cl. The product is [CH:1]1([NH:4][C:38](=[O:39])[C:37]2[CH:41]=[C:33]([CH2:32][C:26]3[C:27](=[O:31])[C:28]([O:29][CH3:30])=[C:23]([O:22][CH3:21])[C:24](=[O:51])[C:25]=3[CH3:50])[CH:34]=[CH:35][C:36]=2[O:42][CH2:43][C:44]2[CH:45]=[N:46][CH:47]=[CH:48][CH:49]=2)[CH2:3][CH2:2]1. The yield is 0.130. (6) The reactants are C[O:2][C:3](=[O:40])[C:4]1[CH:9]=[C:8]([O:10][C:11]2[CH:16]=[CH:15][C:14]([C:17]3[CH:22]=[CH:21][C:20]([CH2:23][C:24]4[N:25]([CH2:37][CH3:38])[CH:26]=[C:27]([C:29]5[CH:34]=[CH:33][C:32]([Cl:35])=[CH:31][C:30]=5[Cl:36])[N:28]=4)=[CH:19][CH:18]=3)=[CH:13][CH:12]=2)[CH:7]=[CH:6][C:5]=1[NH2:39].Cl[C:42]([O:44][CH3:45])=[O:43].CCN(C(C)C)C(C)C. No catalyst specified. The product is [Cl:36][C:30]1[CH:31]=[C:32]([Cl:35])[CH:33]=[CH:34][C:29]=1[C:27]1[N:28]=[C:24]([CH2:23][C:20]2[CH:19]=[CH:18][C:17]([C:14]3[CH:13]=[CH:12][C:11]([O:10][C:8]4[CH:7]=[CH:6][C:5]([NH:39][C:42]([O:44][CH3:45])=[O:43])=[C:4]([CH:9]=4)[C:3]([OH:2])=[O:40])=[CH:16][CH:15]=3)=[CH:22][CH:21]=2)[N:25]([CH2:37][CH3:38])[CH:26]=1. The yield is 0.410. (7) The reactants are Br[C:2]1[CH:10]=[C:9]2[C:5]([CH:6]=[N:7][N:8]2[CH2:11][C:12]([F:15])([CH3:14])[CH3:13])=[CH:4][C:3]=1[O:16][C:17]1[CH:22]=[CH:21][C:20]([F:23])=[CH:19][C:18]=1[F:24].C1(P(C2C=CC=CC=2)CCCP(C2C=CC=CC=2)C2C=CC=CC=2)C=CC=CC=1.[C:54](=O)([O-:56])[O-:55].[K+].[K+].Cl. The catalyst is CO.O.C([O-])(=O)C.[Pd+2].C([O-])(=O)C. The product is [F:24][C:18]1[CH:19]=[C:20]([F:23])[CH:21]=[CH:22][C:17]=1[O:16][C:3]1[CH:4]=[C:5]2[C:9](=[CH:10][C:2]=1[C:54]([OH:56])=[O:55])[N:8]([CH2:11][C:12]([F:15])([CH3:14])[CH3:13])[N:7]=[CH:6]2. The yield is 0.480. (8) The reactants are [Br:1]N1C(=O)CCC1=O.C1(P(C2C=CC=CC=2)C2C=CC=CC=2)C=CC=CC=1.[F:28][C:29]1[CH:34]=[CH:33][C:32]([CH2:35][O:36][CH2:37][CH2:38]O)=[CH:31][CH:30]=1. The catalyst is C(Cl)Cl.[Al]. The product is [Br:1][CH2:38][CH2:37][O:36][CH2:35][C:32]1[CH:33]=[CH:34][C:29]([F:28])=[CH:30][CH:31]=1. The yield is 0.480. (9) The reactants are [NH:1]1[CH:8]=[N:7][C:5]([NH2:6])=[N:4][C:2]1=[O:3].[CH3:9][Si:10]([CH3:17])([CH3:16])N[Si:10]([CH3:17])([CH3:16])[CH3:9].S([O-])([O-])(=O)=O.[NH4+].[NH4+]. No catalyst specified. The product is [CH3:9][Si:10]([NH:6][C:5]1[N:4]=[C:2]([O:3][Si:10]([CH3:17])([CH3:16])[CH3:9])[N:1]=[CH:8][N:7]=1)([CH3:17])[CH3:16]. The yield is 0.980.